This data is from Forward reaction prediction with 1.9M reactions from USPTO patents (1976-2016). The task is: Predict the product of the given reaction. (1) Given the reactants S(Cl)(Cl)=O.[NH2:5][C:6]1[CH:14]=[CH:13][CH:12]=[C:11]([CH3:15])[C:7]=1[C:8]([OH:10])=O.[NH2:16][C:17]1[C:18]([CH3:23])=[CH:19][CH:20]=[CH:21][CH:22]=1.Cl[CH2:25][C:26](Cl)=O.[Cl-].[N:30]1[C:38]([NH2:39])=[C:37]2[C:33]([N:34]=[CH:35][NH:36]2)=[N:32][CH:31]=1.C([O-])([O-])=O.[K+].[K+], predict the reaction product. The product is: [NH2:39][C:38]1[N:30]=[CH:31][N:32]=[C:33]2[C:37]=1[N:36]=[CH:35][N:34]2[CH2:25][C:26]1[N:16]([C:17]2[CH:22]=[CH:21][CH:20]=[CH:19][C:18]=2[CH3:23])[C:8](=[O:10])[C:7]2[C:6](=[CH:14][CH:13]=[CH:12][C:11]=2[CH3:15])[N:5]=1. (2) Given the reactants [NH2:1][C:2]1[N:7]=[C:6]([NH:8][C@H:9]([C:11]2[N:16]=[C:15]3[CH:17]=[CH:18][N:19]([CH3:20])[C:14]3=[CH:13][C:12]=2[N:21]2[CH2:25][CH2:24][CH:23]([N:26]3C(=O)C4C(=CC=CC=4)C3=O)[CH2:22]2)[CH3:10])[C:5]([C:37]#[N:38])=[C:4]([CH3:39])[N:3]=1.O.NN, predict the reaction product. The product is: [NH2:1][C:2]1[N:7]=[C:6]([NH:8][C@H:9]([C:11]2[N:16]=[C:15]3[CH:17]=[CH:18][N:19]([CH3:20])[C:14]3=[CH:13][C:12]=2[N:21]2[CH2:25][CH2:24][C@@H:23]([NH2:26])[CH2:22]2)[CH3:10])[C:5]([C:37]#[N:38])=[C:4]([CH3:39])[N:3]=1.